From a dataset of Experimentally validated miRNA-target interactions with 360,000+ pairs, plus equal number of negative samples. Binary Classification. Given a miRNA mature sequence and a target amino acid sequence, predict their likelihood of interaction. (1) The miRNA is rno-miR-30c-1-3p with sequence CUGGGAGAGGGUUGUUUACUCC. The protein sequence of the target gene is MTEGTCLRRRGGPYKTEPATDLTRWRLQNELGRQRWTYYQAEDDPGREQTGLEAHSLGLDTRSYFTDLPKAQTAHEGALNGVTFYAKLQAEDGHWAGDYGGPLFLLPGLLITCHISHISLPAGYREEMVRYLRSVQLPDGGWGLHIEDKSTVFGTALNYVALRILGIGPDDPDLVRARNVLHKKGGAVAIPSWGKFWLAVLNVYSWEGLNTLFPEMWLFPEWVPAHPSTLWCHCRQVYLPMSYCYATRLSASEDPLVQSLRQELYVQDYASIDWPAQRNNVSPDEMYTPHSWLLHVVYGL.... Result: 0 (no interaction). (2) The miRNA is hsa-miR-6727-3p with sequence UCCUGCCACCUCCUCCGCAG. The protein sequence of the target gene is MAKRPGPPGSREMGLLTFRDIAIEFSLAEWQCLDHAQQNLYRDVMLENYRNLVSLGIAVSKPDLITCLEQNKEPQNIKRNEMVAKHPVTCSHFTQDLQSEQGIKDSLQKVILRRYGKCGQEDLQVKKCCKSVGECEVHKGGYNYVNQCLSATQNKTFQTHKCVKVFGKFSNSNRHKTRHTGKKHFKCKNDGKSFCMLSRLNQHQIIHTREKSYKCEECGKSFNCSSTLTRHKRIHTGEKPYRCEECGKAFSWSASLTKHKRIHTGEKPYTCEERGKVFSRSTLTNYKRIHTGEKPYTCEE.... Result: 1 (interaction).